From a dataset of Forward reaction prediction with 1.9M reactions from USPTO patents (1976-2016). Predict the product of the given reaction. Given the reactants Br[C:2]1[CH:3]=[CH:4][C:5]([C:8]([NH:10][C:11]2[CH:19]=[C:18]([C:20]3[CH:28]=[CH:27][CH:26]=[C:25]4[C:21]=3[CH:22]=[CH:23][NH:24]4)[CH:17]=[C:16]3[C:12]=2[CH:13]=[N:14][NH:15]3)=[O:9])=[N:6][CH:7]=1.[NH:29]1[CH2:34][CH2:33][CH2:32][CH2:31][CH2:30]1.C1C=CC(P(C2C(C3C(P(C4C=CC=CC=4)C4C=CC=CC=4)=CC=C4C=3C=CC=C4)=C3C(C=CC=C3)=CC=2)C2C=CC=CC=2)=CC=1.C(=O)([O-])[O-].[Cs+].[Cs+], predict the reaction product. The product is: [NH:24]1[C:25]2[C:21](=[C:20]([C:18]3[CH:17]=[C:16]4[C:12]([CH:13]=[N:14][NH:15]4)=[C:11]([NH:10][C:8]([C:5]4[CH:4]=[CH:3][C:2]([N:29]5[CH2:34][CH2:33][CH2:32][CH2:31][CH2:30]5)=[CH:7][N:6]=4)=[O:9])[CH:19]=3)[CH:28]=[CH:27][CH:26]=2)[CH:22]=[CH:23]1.